The task is: Regression. Given two drug SMILES strings and cell line genomic features, predict the synergy score measuring deviation from expected non-interaction effect.. This data is from NCI-60 drug combinations with 297,098 pairs across 59 cell lines. (1) Drug 2: CC(C1=C(C=CC(=C1Cl)F)Cl)OC2=C(N=CC(=C2)C3=CN(N=C3)C4CCNCC4)N. Cell line: COLO 205. Synergy scores: CSS=51.6, Synergy_ZIP=-3.12, Synergy_Bliss=-4.15, Synergy_Loewe=-4.61, Synergy_HSA=-4.24. Drug 1: CC(CN1CC(=O)NC(=O)C1)N2CC(=O)NC(=O)C2. (2) Cell line: MDA-MB-231. Drug 2: CCC(=C(C1=CC=CC=C1)C2=CC=C(C=C2)OCCN(C)C)C3=CC=CC=C3.C(C(=O)O)C(CC(=O)O)(C(=O)O)O. Synergy scores: CSS=11.7, Synergy_ZIP=-3.37, Synergy_Bliss=1.16, Synergy_Loewe=-1.23, Synergy_HSA=1.23. Drug 1: CN1CCC(CC1)COC2=C(C=C3C(=C2)N=CN=C3NC4=C(C=C(C=C4)Br)F)OC. (3) Drug 1: C1=NC2=C(N=C(N=C2N1C3C(C(C(O3)CO)O)F)Cl)N. Drug 2: CCC1(C2=C(COC1=O)C(=O)N3CC4=CC5=C(C=CC(=C5CN(C)C)O)N=C4C3=C2)O.Cl. Cell line: MALME-3M. Synergy scores: CSS=10.2, Synergy_ZIP=-1.80, Synergy_Bliss=-0.0941, Synergy_Loewe=-5.50, Synergy_HSA=0.721. (4) Drug 1: CC(CN1CC(=O)NC(=O)C1)N2CC(=O)NC(=O)C2. Drug 2: C1CC(=O)NC(=O)C1N2C(=O)C3=CC=CC=C3C2=O. Cell line: NCI-H522. Synergy scores: CSS=16.5, Synergy_ZIP=-2.12, Synergy_Bliss=1.29, Synergy_Loewe=0.215, Synergy_HSA=0.671. (5) Drug 1: C1=NC2=C(N1)C(=S)N=C(N2)N. Drug 2: C(CN)CNCCSP(=O)(O)O. Cell line: OVCAR3. Synergy scores: CSS=60.1, Synergy_ZIP=3.58, Synergy_Bliss=4.70, Synergy_Loewe=-40.8, Synergy_HSA=0.553. (6) Drug 1: C1CCN(CC1)CCOC2=CC=C(C=C2)C(=O)C3=C(SC4=C3C=CC(=C4)O)C5=CC=C(C=C5)O. Drug 2: CCCCC(=O)OCC(=O)C1(CC(C2=C(C1)C(=C3C(=C2O)C(=O)C4=C(C3=O)C=CC=C4OC)O)OC5CC(C(C(O5)C)O)NC(=O)C(F)(F)F)O. Cell line: SF-539. Synergy scores: CSS=1.16, Synergy_ZIP=-0.887, Synergy_Bliss=-1.39, Synergy_Loewe=-2.83, Synergy_HSA=-1.92. (7) Drug 1: CC1=CC2C(CCC3(C2CCC3(C(=O)C)OC(=O)C)C)C4(C1=CC(=O)CC4)C. Drug 2: C1=NC2=C(N1)C(=S)N=C(N2)N. Cell line: ACHN. Synergy scores: CSS=51.4, Synergy_ZIP=-4.29, Synergy_Bliss=-4.45, Synergy_Loewe=-34.9, Synergy_HSA=-3.08.